Dataset: Full USPTO retrosynthesis dataset with 1.9M reactions from patents (1976-2016). Task: Predict the reactants needed to synthesize the given product. Given the product [F:21][C:10]1[CH:11]=[C:12]2[C:7](=[CH:8][CH:9]=1)[CH:6]=[C:5]([CH2:4][C:3]([OH:22])=[O:2])[CH:14]=[C:13]2[SH:15], predict the reactants needed to synthesize it. The reactants are: C[O:2][C:3](=[O:22])[CH2:4][C:5]1[CH:14]=[C:13]([S:15]C(=O)N(C)C)[C:12]2[C:7](=[CH:8][CH:9]=[C:10]([F:21])[CH:11]=2)[CH:6]=1.[OH-].[K+].Cl.